Dataset: Reaction yield outcomes from USPTO patents with 853,638 reactions. Task: Predict the reaction yield, written as a fraction of the theoretical maximum amount of product (1.0 means a 100% yield; for example, 0.34 means a 34% yield). (1) The reactants are Cl.[C:2]([NH2:7])(=[NH:6])[CH:3]([CH3:5])[CH3:4].CC[O-].[Na+].[C:12]([OH:20])(=[O:19])/[C:13](=[C:15](\[CH:17]=O)/[Br:16])/Br. The catalyst is CCO. The product is [Br:16][C:15]1[C:13]([C:12]([OH:20])=[O:19])=[N:6][C:2]([CH:3]([CH3:5])[CH3:4])=[N:7][CH:17]=1. The yield is 0.730. (2) The reactants are [NH2:1][C:2]1[N:6]([C:7]2[N:12]=[C:11]([N:13]3[CH2:18][CH2:17][O:16][CH2:15][CH2:14]3)[N:10]=[C:9]([N:19]3[CH2:24][CH2:23][O:22][CH2:21][CH2:20]3)[N:8]=2)[C:5]2[CH:25]=[CH:26][CH:27]=[CH:28][C:4]=2[N:3]=1.[C:29](O)(=[O:31])[CH3:30].C1CCC(N=C=NC2CCCCC2)CC1.C(Cl)(Cl)Cl. The catalyst is O. The product is [C:29]([NH:1][C:2]1[N:6]([C:7]2[N:8]=[C:9]([N:19]3[CH2:20][CH2:21][O:22][CH2:23][CH2:24]3)[N:10]=[C:11]([N:13]3[CH2:14][CH2:15][O:16][CH2:17][CH2:18]3)[N:12]=2)[C:5]2[CH:25]=[CH:26][CH:27]=[CH:28][C:4]=2[N:3]=1)(=[O:31])[CH3:30]. The yield is 0.730.